Dataset: Reaction yield outcomes from USPTO patents with 853,638 reactions. Task: Predict the reaction yield, written as a fraction of the theoretical maximum amount of product (1.0 means a 100% yield; for example, 0.34 means a 34% yield). The reactants are [C:1]([C:3]1[C:8]([C:9]([C:17]2[CH:22]=[CH:21][CH:20]=[C:19]([O:23][CH2:24][CH2:25][CH2:26][F:27])[CH:18]=2)=[N:10]S(C(C)(C)C)=O)=[CH:7][CH:6]=[CH:5][N:4]=1)#[N:2].Br[C:29]1[CH:34]=[CH:33][C:32]([O:35][CH3:36])=[C:31]([C:37]([F:40])([F:39])[F:38])[CH:30]=1. No catalyst specified. The product is [F:27][CH2:26][CH2:25][CH2:24][O:23][C:19]1[CH:18]=[C:17]([C:9]2([C:29]3[CH:34]=[CH:33][C:32]([O:35][CH3:36])=[C:31]([C:37]([F:38])([F:40])[F:39])[CH:30]=3)[C:8]3[C:3](=[N:4][CH:5]=[CH:6][CH:7]=3)[C:1]([NH2:2])=[N:10]2)[CH:22]=[CH:21][CH:20]=1. The yield is 0.0500.